This data is from Full USPTO retrosynthesis dataset with 1.9M reactions from patents (1976-2016). The task is: Predict the reactants needed to synthesize the given product. (1) The reactants are: [CH2:1]([O:3][C:4]([C:6]1[O:7][C:8]2[CH:15]=[CH:14][CH:13]=[C:12](OS(C(F)(F)F)(=O)=O)[C:9]=2[C:10]=1[CH3:11])=[O:5])[CH3:2].[CH3:24][N:25](C=O)C. Given the product [CH2:1]([O:3][C:4]([C:6]1[O:7][C:8]2[CH:15]=[CH:14][CH:13]=[C:12]([C:24]#[N:25])[C:9]=2[C:10]=1[CH3:11])=[O:5])[CH3:2], predict the reactants needed to synthesize it. (2) Given the product [C:55]([O:59][C:28](=[O:31])[NH:25][CH2:17][C:14]1[CH:15]=[CH:16][C:10]2[O:9][C:8]([CH:7]([C:6]3[C:2]([CH3:1])=[N:3][O:4][C:5]=3[CH3:22])[OH:21])=[CH:12][C:11]=2[CH:13]=1)([CH3:58])([CH3:57])[CH3:56], predict the reactants needed to synthesize it. The reactants are: [CH3:1][C:2]1[C:6]([CH:7]([OH:21])[C:8]2[O:9][C:10]3[CH:16]=[CH:15][C:14]([CH2:17]C(O)=O)=[CH:13][C:11]=3[CH:12]=2)=[C:5]([CH3:22])[O:4][N:3]=1.CC[N:25]([CH2:28]C)CC.P(N=[N+]=[N-])(=O)(OC1C=CC=CC=1)[O:31]C1C=CC=CC=1.CCOC(C)=O.[C:55]([OH:59])([CH3:58])([CH3:57])[CH3:56]. (3) Given the product [C:20]([C:21]1[CH:22]=[C:23]2[C:27](=[CH:28][CH:29]=1)[NH:26][C:25](=[O:30])[CH2:24]2)(=[O:33])[CH2:19][CH2:4][CH3:6], predict the reactants needed to synthesize it. The reactants are: [C-]#N.[K+].[C:4]([CH2:6]CC1C=C2C(=CC=1)NC(=O)C2)#N.Cl[CH2:19][CH2:20][C:21]1[CH:22]=[C:23]2[C:27](=[CH:28][CH:29]=1)[NH:26][C:25](=[O:30])[CH2:24]2.CS(C)=[O:33]. (4) Given the product [I:7][C:8]1[CH:13]=[CH:12][C:11]([O:14][C:2]([CH3:6])([C:3]#[CH:4])[CH3:5])=[CH:10][C:9]=1[N+:15]([O-:17])=[O:16], predict the reactants needed to synthesize it. The reactants are: Cl[C:2]([CH3:6])([CH3:5])[C:3]#[CH:4].[I:7][C:8]1[CH:13]=[CH:12][C:11]([OH:14])=[CH:10][C:9]=1[N+:15]([O-:17])=[O:16].C(=O)([O-])[O-].[K+].[K+]. (5) Given the product [CH3:23][C:19]1[N:18]=[C:17]([C:15]([NH:14][C:10]23[CH2:13][C:6]([C:4]([OH:5])=[O:3])([CH2:12][CH2:11]2)[CH2:7][CH2:8][CH2:9]3)=[O:16])[CH:22]=[N:21][CH:20]=1, predict the reactants needed to synthesize it. The reactants are: C([O:3][C:4]([C:6]12[CH2:13][C:10]([NH:14][C:15]([C:17]3[CH:22]=[N:21][CH:20]=[C:19]([CH3:23])[N:18]=3)=[O:16])([CH2:11][CH2:12]1)[CH2:9][CH2:8][CH2:7]2)=[O:5])C.O1CCCC1.O.[OH-].[Li+].O. (6) Given the product [Br:11][C:12]1([C:15]([NH:17][CH:18]([CH:2]=[O:3])[CH2:19][CH3:20])=[O:16])[CH2:13][CH2:14]1, predict the reactants needed to synthesize it. The reactants are: C(Cl)(=O)[C:2](Cl)=[O:3].CS(C)=O.[Br:11][C:12]1([C:15]([NH:17][CH2:18][CH2:19][CH2:20]CO)=[O:16])[CH2:14][CH2:13]1.[Cl-].[Na+]. (7) Given the product [C:40]([O:39][C:37]([N:44]1[CH2:45][CH2:46][N:47]([CH2:33][C:34]([N:11]2[CH2:12][CH2:13][N:8]([C:7]3[CH:6]=[CH:5][C:4]([N:14]4[CH2:18][C@H:17]([CH2:19][NH:20][C:21](=[O:23])[CH3:22])[O:16][C:15]4=[O:24])=[CH:3][C:2]=3[F:1])[CH2:9][CH2:10]2)=[O:35])[CH2:48][CH2:49]1)=[O:38])([CH3:43])([CH3:42])[CH3:41], predict the reactants needed to synthesize it. The reactants are: [F:1][C:2]1[CH:3]=[C:4]([N:14]2[CH2:18][C@H:17]([CH2:19][NH:20][C:21](=[O:23])[CH3:22])[O:16][C:15]2=[O:24])[CH:5]=[CH:6][C:7]=1[N:8]1[CH2:13][CH2:12][NH:11][CH2:10][CH2:9]1.C(N(CC)CC)C.Br[CH2:33][C:34](Br)=[O:35].[C:37]([N:44]1[CH2:49][CH2:48][NH:47][CH2:46][CH2:45]1)([O:39][C:40]([CH3:43])([CH3:42])[CH3:41])=[O:38].C(=O)([O-])[O-].[K+].[K+]. (8) Given the product [CH3:29][O:30][CH2:31][CH2:32][CH2:33][S:34]([NH:37][C:24](=[O:26])[C:23]1[CH:22]=[CH:21][C:20]([CH2:19][N:11]([S:8]([C:5]2[CH:6]=[CH:7][C:2]([Cl:1])=[CH:3][CH:4]=2)(=[O:10])=[O:9])[CH2:12][C:13]2[CH:18]=[CH:17][CH:16]=[CH:15][N:14]=2)=[CH:28][CH:27]=1)(=[O:36])=[O:35], predict the reactants needed to synthesize it. The reactants are: [Cl:1][C:2]1[CH:7]=[CH:6][C:5]([S:8]([N:11]([CH2:19][C:20]2[CH:28]=[CH:27][C:23]([C:24]([OH:26])=O)=[CH:22][CH:21]=2)[CH2:12][C:13]2[CH:18]=[CH:17][CH:16]=[CH:15][N:14]=2)(=[O:10])=[O:9])=[CH:4][CH:3]=1.[CH3:29][O:30][CH2:31][CH2:32][CH2:33][S:34]([NH2:37])(=[O:36])=[O:35]. (9) The reactants are: [Cl:1][C:2]1[C:9]([CH2:10][CH2:11][CH3:12])=[C:8](F)[CH:7]=[CH:6][C:3]=1[C:4]#[N:5].[NH2:14][C@@H:15]([C:19]([OH:21])=[O:20])[C@H:16]([CH3:18])[OH:17].C([O-])([O-])=O.[K+].[K+]. Given the product [Cl:1][C:2]1[C:9]([CH2:10][CH2:11][CH3:12])=[C:8]([NH:14][C@H:15]([C@@H:16]([OH:17])[CH3:18])[C:19]([OH:21])=[O:20])[CH:7]=[CH:6][C:3]=1[C:4]#[N:5], predict the reactants needed to synthesize it.